Dataset: Peptide-MHC class II binding affinity with 134,281 pairs from IEDB. Task: Regression. Given a peptide amino acid sequence and an MHC pseudo amino acid sequence, predict their binding affinity value. This is MHC class II binding data. The peptide sequence is VLAALFAGAWCVPKV. The MHC is HLA-DQA10104-DQB10503 with pseudo-sequence HLA-DQA10104-DQB10503. The binding affinity (normalized) is 0.433.